This data is from Reaction yield outcomes from USPTO patents with 853,638 reactions. The task is: Predict the reaction yield, written as a fraction of the theoretical maximum amount of product (1.0 means a 100% yield; for example, 0.34 means a 34% yield). (1) The reactants are [CH3:1]I.[SH:3][C:4]1[CH:5]=[C:6]([CH:10]=[CH:11][CH:12]=1)C(O)=O.[C:13](=[O:16])([O-])[O-].[K+].[K+].CN([CH:22]=[O:23])C. The catalyst is C(OCC)(=O)C. The product is [CH3:13][O:16][C:22](=[O:23])[C:6]1[CH:10]=[CH:11][CH:12]=[C:4]([S:3][CH3:1])[CH:5]=1. The yield is 0.960. (2) The reactants are [NH2:1][C:2]1[C:3]([NH:11][C@@H:12]2[CH2:17][O:16][C@@H:15]([CH2:18][OH:19])[CH2:14][CH2:13]2)=[C:4]2[S:10][CH:9]=[CH:8][C:5]2=[N:6][CH:7]=1.[C:20](OCC)(OCC)(OCC)[CH3:21]. The catalyst is C(O)(=O)C.CO. The product is [CH3:20][C:21]1[N:11]([C@@H:12]2[CH2:17][O:16][C@@H:15]([CH2:18][OH:19])[CH2:14][CH2:13]2)[C:3]2=[C:4]3[S:10][CH:9]=[CH:8][C:5]3=[N:6][CH:7]=[C:2]2[N:1]=1. The yield is 0.420.